From a dataset of NCI-60 drug combinations with 297,098 pairs across 59 cell lines. Regression. Given two drug SMILES strings and cell line genomic features, predict the synergy score measuring deviation from expected non-interaction effect. (1) Drug 1: CN(CC1=CN=C2C(=N1)C(=NC(=N2)N)N)C3=CC=C(C=C3)C(=O)NC(CCC(=O)O)C(=O)O. Cell line: BT-549. Synergy scores: CSS=19.2, Synergy_ZIP=-7.79, Synergy_Bliss=-4.45, Synergy_Loewe=-22.3, Synergy_HSA=-2.61. Drug 2: CC12CCC3C(C1CCC2OP(=O)(O)O)CCC4=C3C=CC(=C4)OC(=O)N(CCCl)CCCl.[Na+]. (2) Drug 1: CC1=CC2C(CCC3(C2CCC3(C(=O)C)OC(=O)C)C)C4(C1=CC(=O)CC4)C. Drug 2: CC1=C(C(=O)C2=C(C1=O)N3CC4C(C3(C2COC(=O)N)OC)N4)N. Cell line: DU-145. Synergy scores: CSS=54.3, Synergy_ZIP=-3.28, Synergy_Bliss=-10.2, Synergy_Loewe=-70.2, Synergy_HSA=-13.3. (3) Drug 1: C1=CC(=CC=C1C#N)C(C2=CC=C(C=C2)C#N)N3C=NC=N3. Drug 2: C(CCl)NC(=O)N(CCCl)N=O. Cell line: PC-3. Synergy scores: CSS=10.2, Synergy_ZIP=-0.0705, Synergy_Bliss=1.94, Synergy_Loewe=5.78, Synergy_HSA=4.12. (4) Drug 1: CC1C(C(CC(O1)OC2CC(OC(C2O)C)OC3=CC4=CC5=C(C(=O)C(C(C5)C(C(=O)C(C(C)O)O)OC)OC6CC(C(C(O6)C)O)OC7CC(C(C(O7)C)O)OC8CC(C(C(O8)C)O)(C)O)C(=C4C(=C3C)O)O)O)O. Drug 2: CC1C(C(CC(O1)OC2CC(CC3=C2C(=C4C(=C3O)C(=O)C5=CC=CC=C5C4=O)O)(C(=O)C)O)N)O. Cell line: NCI-H226. Synergy scores: CSS=59.8, Synergy_ZIP=6.56, Synergy_Bliss=8.38, Synergy_Loewe=-6.31, Synergy_HSA=8.79. (5) Drug 1: CC1=C2C(C(=O)C3(C(CC4C(C3C(C(C2(C)C)(CC1OC(=O)C(C(C5=CC=CC=C5)NC(=O)OC(C)(C)C)O)O)OC(=O)C6=CC=CC=C6)(CO4)OC(=O)C)OC)C)OC. Synergy scores: CSS=69.8, Synergy_ZIP=4.49, Synergy_Bliss=4.38, Synergy_Loewe=2.12, Synergy_HSA=7.29. Cell line: HS 578T. Drug 2: CCC1(CC2CC(C3=C(CCN(C2)C1)C4=CC=CC=C4N3)(C5=C(C=C6C(=C5)C78CCN9C7C(C=CC9)(C(C(C8N6C)(C(=O)OC)O)OC(=O)C)CC)OC)C(=O)OC)O.OS(=O)(=O)O. (6) Drug 1: CC1=CC2C(CCC3(C2CCC3(C(=O)C)OC(=O)C)C)C4(C1=CC(=O)CC4)C. Drug 2: CCC(=C(C1=CC=CC=C1)C2=CC=C(C=C2)OCCN(C)C)C3=CC=CC=C3.C(C(=O)O)C(CC(=O)O)(C(=O)O)O. Cell line: HOP-62. Synergy scores: CSS=-6.02, Synergy_ZIP=5.39, Synergy_Bliss=3.41, Synergy_Loewe=-4.02, Synergy_HSA=-2.90. (7) Drug 1: CC1=C(C=C(C=C1)NC2=NC=CC(=N2)N(C)C3=CC4=NN(C(=C4C=C3)C)C)S(=O)(=O)N.Cl. Drug 2: C1=C(C(=O)NC(=O)N1)N(CCCl)CCCl. Cell line: M14. Synergy scores: CSS=15.2, Synergy_ZIP=-6.93, Synergy_Bliss=-1.73, Synergy_Loewe=-5.09, Synergy_HSA=-4.64. (8) Drug 1: CC1C(C(CC(O1)OC2CC(CC3=C2C(=C4C(=C3O)C(=O)C5=C(C4=O)C(=CC=C5)OC)O)(C(=O)CO)O)N)O.Cl. Drug 2: COCCOC1=C(C=C2C(=C1)C(=NC=N2)NC3=CC=CC(=C3)C#C)OCCOC.Cl. Cell line: SK-OV-3. Synergy scores: CSS=7.36, Synergy_ZIP=-1.35, Synergy_Bliss=-1.18, Synergy_Loewe=-4.50, Synergy_HSA=-2.72. (9) Drug 1: C1=CC(=CC=C1CCC2=CNC3=C2C(=O)NC(=N3)N)C(=O)NC(CCC(=O)O)C(=O)O. Drug 2: C1=CC=C(C=C1)NC(=O)CCCCCCC(=O)NO. Cell line: SNB-19. Synergy scores: CSS=22.1, Synergy_ZIP=-5.01, Synergy_Bliss=-1.82, Synergy_Loewe=-12.9, Synergy_HSA=-1.52. (10) Drug 1: C1=CC=C(C(=C1)C(C2=CC=C(C=C2)Cl)C(Cl)Cl)Cl. Drug 2: CN(CC1=CN=C2C(=N1)C(=NC(=N2)N)N)C3=CC=C(C=C3)C(=O)NC(CCC(=O)O)C(=O)O. Cell line: OVCAR3. Synergy scores: CSS=41.6, Synergy_ZIP=2.58, Synergy_Bliss=0.285, Synergy_Loewe=-46.6, Synergy_HSA=-5.56.